Dataset: Drug-target binding data from BindingDB using Kd measurements. Task: Regression. Given a target protein amino acid sequence and a drug SMILES string, predict the binding affinity score between them. We predict pKd (pKd = -log10(Kd in M); higher means stronger binding). Dataset: bindingdb_kd. (1) The compound is CSCC[C@H](NC(=O)[C@@H](NC(=O)[C@@H](NC(=O)[C@H](Cc1ccc(O)cc1)NC(=O)[C@H](Cc1ccccc1)NC(=O)[C@H](CCCNC(=N)N)NC(C)=O)C(C)C)C(C)C)C(=O)N[C@@H](Cc1c[nH]c2ccccc12)C(=O)N[C@@H](CCCCN)C(N)=O. The pKd is 6.1. The target protein (Q08722) has sequence MWPLVAALLLGSACCGSAQLLFNKTKSVEFTFCNDTVVIPCFVTNMEAQNTTEVYVKWKFKGRDIYTFDGALNKSTVPTDFSSAKIEVSQLLKGDASLKMDKSDAVSHTGNYTCEVTELTREGETIIELKYRVVSWFSPNENILIVIFPIFAILLFWGQFGIKTLKYRSGGMDEKTIALLVAGLVITVIVIVGAILFVPGEYSLKNATGLGLIVTSTGILILLHYYVFSTAIGLTSFVIAILVIQVIAYILAVVGLSLCIAACIPMHGPLLISGLSILALAQLLGLVYMKFVASNQKTIQPPRKAVEEPLNAFKESKGMMNDE. (2) The drug is Cc1sc2c(c1C)C(c1ccc(Cl)cc1)=N[C@H](CC(=O)OC(C)(C)C)c1nnc(C)n1-2. The target protein sequence is PEVSNPSKPGRKTNQLQYMQNVVVKTLWKHQFAWPFYQPVDAIKLNLPDYHKIIKNPMDMGTIKKRLENNYYWSASECMQDFNTMFTNCYIYNKPTDDIVLMAQALEKIFLQKVAQMPQEEGKLSEHLRYCDSILREMLSKKHAAYAWPFYKPVDAEALELHDYHDIIKHPMDLSTVKRKMDGREYPDAQGFAADVRLMFSNCYKYNPPDHEVVAMARKLQDVFEMRFAKMP. The pKd is 7.8. (3) The small molecule is C[C@@H](c1ncncc1F)[C@](O)(Cn1cncn1)c1ccc(F)cc1F. The target protein sequence is MGLIAFILDGICKHCSTQSTWVLVGIGLLSILAVSVIINVLQQLLFKNPHEPPVVFHWFPFIGSTISYGIDPYKFFFDCRAKYGDIFTFILLGKKTTVYLGTKGNDFILNGKLRDVCAEEVYSPLTTPVFGRHVVYDCPNAKLMEQKKFVKYGLTSDALRSYVPLITDEVESFVKNSPAFQGHKGVFDVCKTIAEITIYTASRSLQGKEVRSKFDSTFAELYHNLDMGFAPINFMLPWAPLPHNRKRDAAQRKLTETYMEIIKARRQAGSKKDSEDMVWNLMSCVYKNGTPVPDEEIAHMMIALLMAGQHSSSSTASWIVLRLATRPDIMEELYQEQIRVLGSDLPPLTYDNLQKLDLHAKVIKETLRLHAPIHSIIRAVKNPMAVDGTSYVIPTSHNVLSSPGVTARSEEHFPNPLEWNPHRWDENIAASAEDDEKVDYGYGLVSKGTNSPYLPFGAGRHRCIGEQFAYLQLGTITAVLVRLFRFRNLPGVDGIPDTDY.... The pKd is 6.4. (4) The compound is C=C1C(=O)O[C@@H]2C[C@]3(C)C(=C[C@H]12)[C@@H](C)CC[C@H]3O. The target protein (P61077) has sequence MALKRINKELSDLARDPPAQCSAGPVGDDMFHWQATIMGPNDSPYQGGVFFLTIHFPTDYPFKPPKVAFTTRIYHPNINSNGSICLDILRSQWSPALTISKVLLSICSLLCDPNPDDPLVPEIARIYKTDRDKYNRISREWTQKYAM. The pKd is 5.6. (5) The compound is CCOc1cc2ncc(C#N)c(Nc3ccc(F)c(Cl)c3)c2cc1NC(=O)/C=C/CN(C)C. The target protein (Q02779) has sequence MEEEEGAVAKEWGTTPAGPVWTAVFDYEAAGDEELTLRRGDRVQVLSQDCAVSGDEGWWTGQLPSGRVGVFPSNYVAPGAPAAPAGLQLPQEIPFHELQLEEIIGVGGFGKVYRALWRGEEVAVKAARLDPEKDPAVTAEQVCQEARLFGALQHPNIIALRGACLNPPHLCLVMEYARGGALSRVLAGRRVPPHVLVNWAVQVARGMNYLHNDAPVPIIHRDLKSINILILEAIENHNLADTVLKITDFGLAREWHKTTKMSAAGTYAWMAPEVIRLSLFSKSSDVWSFGVLLWELLTGEVPYREIDALAVAYGVAMNKLTLPIPSTCPEPFARLLEECWDPDPHGRPDFGSILKRLEVIEQSALFQMPLESFHSLQEDWKLEIQHMFDDLRTKEKELRSREEELLRAAQEQRFQEEQLRRREQELAEREMDIVERELHLLMCQLSQEKPRVRKRKGNFKRSRLLKLREGGSHISLPSGFEHKITVQASPTLDKRKGSDG.... The pKd is 5.0. (6) The drug is O=NC1CCc2cc(-c3cn(CCO)nc3-c3ccncc3)ccc21. The target protein (Q9NYY3) has sequence MELLRTITYQPAASTKMCEQALGKGCGADSKKKRPPQPPEESQPPQSQAQVPPAAPHHHHHHSHSGPEISRIIVDPTTGKRYCRGKVLGKGGFAKCYEMTDLTNNKVYAAKIIPHSRVAKPHQREKIDKEIELHRILHHKHVVQFYHYFEDKENIYILLEYCSRRSMAHILKARKVLTEPEVRYYLRQIVSGLKYLHEQEILHRDLKLGNFFINEAMELKVGDFGLAARLEPLEHRRRTICGTPNYLSPEVLNKQGHGCESDIWALGCVMYTMLLGRPPFETTNLKETYRCIREARYTMPSSLLAPAKHLIASMLSKNPEDRPSLDDIIRHDFFLQGFTPDRLSSSCCHTVPDFHLSSPAKNFFKKAAAALFGGKKDKARYIDTHNRVSKEDEDIYKLRHDLKKTSITQQPSKHRTDEELQPPTTTVARSGTPAVENKQQIGDAIRMIVRGTLGSCSSSSECLEDSTMGSVADTVARVLRGCLENMPEADCIPKEQLSTS.... The pKd is 5.0. (7) The drug is COc1ccc(F)c(F)c1C(=O)c1cnc(NC2CCN(S(C)(=O)=O)CC2)nc1N. The target protein sequence is MCTVVDPRIVRRYLLRRQLGQGAYGIVWKAVDRRTGEVVAIKKIFDAFRDKTDAQRTFREITLLQEFGDHPNIISLLDVIRAENDRDIYLVFEFMDTDLNAVIRKGGLLQDVHVRSIFYQLLRATRFLHSGHVVHRDQKPSNVLLDANCTVKLCDFGLARSLGDLPEGPEDQAVTEYVATRWYRAPEVLLSSHRYTLGVDMWSLGCILGEMLRGRPLFPGTSTLHQLELILETIPPPSEEDLLALGSGCRASVLHQLGSRPRQTLDALLPPDTSPEALDLLRRLLVFAPDKRLSATQALQHPYVQRFHCPSDEWAREADVRPRAHEGVQLSVPEYRSRVYQMILECGGSSGTSREKGPEGVSPSQAHLHKPRADPQLPSRTPVQGPRPRPQSSPGHDPAEHESPRAAKNVPRQNSAPLLQTALLGNGERPPGAKEAPPLTLSLVKPSGRGAAPSLTSQAAAQVANQALIRGDWNRGGGVRVASVQQVPPRLPPEARPGRR.... The pKd is 7.2. (8) The drug is COc1c2ccoc2cc2oc(=O)cnc12. The target protein (P16390) has sequence MTVVPGDHLLEPEAAGGGGGDPPQGGCGSGGGGGGCDRYEPLPPALPAAGEQDCCGERVVINISGLRFETQLKTLCQFPETLLGDPKRRMRYFDPLRNEYFFDRNRPSFDAILYYYQSGGRIRRPVNVPIDIFSEEIRFYQLGEEAMEKFREDEGFLREEERPLPRRDFQRQVWLLFEYPESSGPARGIAIVSVLVILISIVIFCLETLPEFRDEKDYPASPSQDVFEAANNSTSGAPSGASSFSDPFFVVETLCIIWFSFELLVRFFACPSKATFSRNIMNLIDIVAIIPYFITLGTELAERQGNGQQAMSLAILRVIRLVRVFRIFKLSRHSKGLQILGQTLKASMRELGLLIFFLFIGVILFSSAVYFAEADDPSSGFNSIPDAFWWAVVTMTTVGYGDMHPVTIGGKIVGSLCAIAGVLTIALPVPVIVSNFNYFYHRETEGEEQAQYMHVGSCQHLSSSAEELRKARSNSTLSKSEYMVIEEGGMNHSAFPQTPF.... The pKd is 3.7.